The task is: Predict the reactants needed to synthesize the given product.. This data is from Full USPTO retrosynthesis dataset with 1.9M reactions from patents (1976-2016). (1) Given the product [CH3:16][CH2:15][CH2:14][CH2:13][CH2:12][CH2:11][CH2:10][CH2:9][CH2:8][CH2:7][CH2:6][CH2:5][CH2:4][CH2:3][CH2:2][C:1]([NH:38][C@H:35]([C@H:34]([OH:39])/[CH:33]=[CH:32]/[CH2:31][CH2:30][CH2:29][CH2:28][CH2:27][CH2:26][CH2:25][CH2:24][CH2:23][CH2:22][CH2:21][CH2:20][CH3:19])[CH2:36][OH:37])=[O:17], predict the reactants needed to synthesize it. The reactants are: [C:1](O)(=[O:17])[CH2:2][CH2:3][CH2:4][CH2:5][CH2:6][CH2:7][CH2:8][CH2:9][CH2:10][CH2:11][CH2:12][CH2:13][CH2:14][CH2:15][CH3:16].[CH3:19][CH2:20][CH2:21][CH2:22][CH2:23][CH2:24][CH2:25][CH2:26][CH2:27][CH2:28][CH2:29][CH2:30][CH2:31]/[CH:32]=[CH:33]/[C@@H:34]([OH:39])[C@@H:35]([NH2:38])[CH2:36][OH:37].F[P-](F)(F)(F)(F)F.N1(OC(N(C)C)=[N+](C)C)C2C=CC=CC=2N=N1.C(O)(=O)CC(CC(O)=O)(C(O)=O)O. (2) Given the product [CH3:25][O:24][C:11]1[N:10]=[C:9]([C:6]2[CH:7]=[CH:8][C:3]([N:2]([CH3:26])[CH3:1])=[CH:4][CH:5]=2)[C:14]([N:15]2[CH2:20][CH2:19][NH:18][CH2:17][CH2:16]2)=[CH:13][CH:12]=1, predict the reactants needed to synthesize it. The reactants are: [CH3:1][N:2]([CH3:26])[C:3]1[CH:8]=[CH:7][C:6]([C:9]2[C:14]([N:15]3[CH2:20][CH2:19][N:18](C([O-])=O)[CH2:17][CH2:16]3)=[CH:13][CH:12]=[C:11]([O:24][CH3:25])[N:10]=2)=[CH:5][CH:4]=1.Cl.C(OCC)(=O)C.C(=O)(O)[O-].[Na+]. (3) Given the product [CH:1]1([CH2:4][CH2:5][N:6]2[C:14]3[C:9](=[CH:10][CH:11]=[CH:12][CH:13]=3)[CH:8]([C:15]3[C:23]([OH:24])=[CH:22][C:18]4[O:19][CH2:20][O:21][C:17]=4[CH:16]=3)[C:7]2=[O:26])[CH2:3][CH2:2]1, predict the reactants needed to synthesize it. The reactants are: [CH:1]1([CH2:4][CH2:5][N:6]2[C:14]3[C:9](=[CH:10][CH:11]=[CH:12][CH:13]=3)[C:8](O)([C:15]3[C:23]([OH:24])=[CH:22][C:18]4[O:19][CH2:20][O:21][C:17]=4[CH:16]=3)[C:7]2=[O:26])[CH2:3][CH2:2]1.FC(F)(F)C(O)=O.C([SiH](CC)CC)C. (4) Given the product [CH:1]1([N:6]2[CH2:12][C:11]3([CH2:15][CH2:14][CH2:13]3)[C:10](=[O:16])[N:9]([CH3:17])[C:8]3[CH:18]=[N:19][C:20]([NH:22][C:23]4[CH:31]=[CH:30][C:26]([C:27]([NH:65][N:66]5[CH2:71][CH2:70][N:69]([CH3:72])[CH2:68][CH2:67]5)=[O:29])=[CH:25][C:24]=4[O:32][CH3:33])=[N:21][C:7]2=3)[CH2:2][CH2:3][CH2:4][CH2:5]1, predict the reactants needed to synthesize it. The reactants are: [CH:1]1([N:6]2[CH2:12][C:11]3([CH2:15][CH2:14][CH2:13]3)[C:10](=[O:16])[N:9]([CH3:17])[C:8]3[CH:18]=[N:19][C:20]([NH:22][C:23]4[CH:31]=[CH:30][C:26]([C:27]([OH:29])=O)=[CH:25][C:24]=4[O:32][CH3:33])=[N:21][C:7]2=3)[CH2:5][CH2:4][CH2:3][CH2:2]1.CCN(C(C)C)C(C)C.CN(C(ON1N=NC2C=CC=CC1=2)=[N+](C)C)C.[B-](F)(F)(F)F.[NH2:65][N:66]1[CH2:71][CH2:70][N:69]([CH3:72])[CH2:68][CH2:67]1. (5) Given the product [Cl:27][C:5]1[C:6]([N:11]2[CH2:16][CH2:15][N:14]([CH2:17][CH3:18])[CH2:13][CH2:12]2)=[C:7]([N+:8]([O-:10])=[O:9])[C:2]([NH2:1])=[N:3][CH:4]=1, predict the reactants needed to synthesize it. The reactants are: [NH2:1][C:2]1[C:7]([N+:8]([O-:10])=[O:9])=[C:6]([N:11]2[CH2:16][CH2:15][N:14]([CH2:17][C:18](NC3SC=CN=3)=O)[CH2:13][CH2:12]2)[C:5](Br)=[CH:4][N:3]=1.[Cl:27]C1C(Cl)=CN=C(N)C=1[N+]([O-])=O.CCN(C(C)C)C(C)C.C(N1CCNCC1)C. (6) Given the product [CH3:34][O:33][C:25]1[CH:26]=[C:27]([Cl:32])[C:28]([O:30][CH3:31])=[CH:29][C:24]=1[C:22]1[N:23]=[C:19]([NH:18][C:16]([C:6]2[N:5]([CH2:4][C:3]([OH:43])=[O:2])[C:13]3[C:8]([C:7]=2[CH3:15])=[CH:9][C:10]([CH3:14])=[CH:11][CH:12]=3)=[O:17])[S:20][C:21]=1[CH2:35][CH2:36][CH:37]1[CH2:42][CH2:41][CH2:40][CH2:39][CH2:38]1, predict the reactants needed to synthesize it. The reactants are: C[O:2][C:3](=[O:43])[CH2:4][N:5]1[C:13]2[C:8](=[CH:9][C:10]([CH3:14])=[CH:11][CH:12]=2)[C:7]([CH3:15])=[C:6]1[C:16]([NH:18][C:19]1[S:20][C:21]([CH2:35][CH2:36][CH:37]2[CH2:42][CH2:41][CH2:40][CH2:39][CH2:38]2)=[C:22]([C:24]2[CH:29]=[C:28]([O:30][CH3:31])[C:27]([Cl:32])=[CH:26][C:25]=2[O:33][CH3:34])[N:23]=1)=[O:17].Cl.